Dataset: Peptide-MHC class I binding affinity with 185,985 pairs from IEDB/IMGT. Task: Regression. Given a peptide amino acid sequence and an MHC pseudo amino acid sequence, predict their binding affinity value. This is MHC class I binding data. (1) The peptide sequence is AVAKAAAAV. The MHC is HLA-A68:02 with pseudo-sequence HLA-A68:02. The binding affinity (normalized) is 0.623. (2) The peptide sequence is YLREHIRAM. The MHC is HLA-C07:01 with pseudo-sequence HLA-C07:01. The binding affinity (normalized) is 0.609. (3) The peptide sequence is IPRNRDNLL. The MHC is HLA-A03:01 with pseudo-sequence HLA-A03:01. The binding affinity (normalized) is 0.0847. (4) The peptide sequence is SSDLRSWTF. The MHC is HLA-A69:01 with pseudo-sequence HLA-A69:01. The binding affinity (normalized) is 0.0847. (5) The MHC is HLA-B27:03 with pseudo-sequence HLA-B27:03. The binding affinity (normalized) is 0.0847. The peptide sequence is TVAPPAPVY. (6) The peptide sequence is ILRRNIHSL. The MHC is H-2-Db with pseudo-sequence H-2-Db. The binding affinity (normalized) is 0.157.